From a dataset of Reaction yield outcomes from USPTO patents with 853,638 reactions. Predict the reaction yield, written as a fraction of the theoretical maximum amount of product (1.0 means a 100% yield; for example, 0.34 means a 34% yield). (1) The yield is 0.790. The reactants are [NH2:1][C:2]1[N:3]=[C:4]([CH3:19])[C:5]2[CH:11]=[C:10](Br)[C:9](=[O:13])[N:8]([CH:14]3[CH2:18][CH2:17][CH2:16][CH2:15]3)[C:6]=2[N:7]=1.[OH:20][C:21]1[CH:22]=[C:23](B(O)O)[CH:24]=[CH:25][CH:26]=1.C(=O)([O-])[O-].[K+].[K+]. The catalyst is Cl[Pd](Cl)([P](C1C=CC=CC=1)(C1C=CC=CC=1)C1C=CC=CC=1)[P](C1C=CC=CC=1)(C1C=CC=CC=1)C1C=CC=CC=1.CN(C=O)C. The product is [NH2:1][C:2]1[N:3]=[C:4]([CH3:19])[C:5]2[CH:11]=[C:10]([C:25]3[CH:24]=[CH:23][CH:22]=[C:21]([OH:20])[CH:26]=3)[C:9](=[O:13])[N:8]([CH:14]3[CH2:18][CH2:17][CH2:16][CH2:15]3)[C:6]=2[N:7]=1. (2) The reactants are [CH2:1]([C:4]1[CH:9]=[CH:8][C:7]([S:10](Cl)(=[O:12])=[O:11])=[CH:6][CH:5]=1)[CH2:2][CH3:3].N1C=CC=CC=1.[NH2:20][C:21]1[CH:22]=[C:23]2[C:28](=[CH:29][CH:30]=1)[N:27]=[C:26]([CH3:31])[CH:25]=[CH:24]2.C([O-])(O)=O.[Na+]. The catalyst is ClCCl. The product is [CH3:31][C:26]1[CH:25]=[CH:24][C:23]2[C:28](=[CH:29][CH:30]=[C:21]([NH:20][S:10]([C:7]3[CH:8]=[CH:9][C:4]([CH2:1][CH2:2][CH3:3])=[CH:5][CH:6]=3)(=[O:12])=[O:11])[CH:22]=2)[N:27]=1. The yield is 0.860. (3) The reactants are [NH:1]([C:3]([C:5]1[CH:6]=[C:7]([S:11]([NH2:14])(=[O:13])=[O:12])[CH:8]=[CH:9][CH:10]=1)=[O:4])[NH2:2].[Cl:15][C:16]1[CH:17]=[CH:18][C:19]([OH:25])=[C:20]([C:22](=O)[CH3:23])[CH:21]=1. The catalyst is CO.C(O)(=O)C. The product is [Cl:15][C:16]1[CH:17]=[CH:18][C:19]([OH:25])=[C:20](/[C:22](=[N:2]/[NH:1][C:3]([C:5]2[CH:6]=[C:7]([S:11]([NH2:14])(=[O:13])=[O:12])[CH:8]=[CH:9][CH:10]=2)=[O:4])/[CH3:23])[CH:21]=1. The yield is 0.404. (4) The reactants are [Si]([O:18][CH:19]1[CH2:22][N:21]([C:23]2[S:24][CH:25]=[C:26]([C:28](=[O:47])[N:29]([CH:44]([CH3:46])[CH3:45])[CH2:30][C:31]([O:33][CH2:34][C:35]3[CH:40]=[CH:39][C:38]([N+:41]([O-:43])=[O:42])=[CH:37][CH:36]=3)=[O:32])[N:27]=2)[CH2:20]1)(C(C)(C)C)(C1C=CC=CC=1)C1C=CC=CC=1.C(O)(=O)C.[F-].C([N+](CCCC)(CCCC)CCCC)CCC. The catalyst is O1CCCC1. The product is [OH:18][CH:19]1[CH2:22][N:21]([C:23]2[S:24][CH:25]=[C:26]([C:28](=[O:47])[N:29]([CH:44]([CH3:45])[CH3:46])[CH2:30][C:31]([O:33][CH2:34][C:35]3[CH:40]=[CH:39][C:38]([N+:41]([O-:43])=[O:42])=[CH:37][CH:36]=3)=[O:32])[N:27]=2)[CH2:20]1. The yield is 0.830.